This data is from Forward reaction prediction with 1.9M reactions from USPTO patents (1976-2016). The task is: Predict the product of the given reaction. (1) Given the reactants [CH3:1][N:2]([CH3:36])[CH2:3][CH2:4][NH:5][C:6]([NH:8][C:9]1[CH:14]=[CH:13][C:12]([C:15]2[N:16]=[C:17]([N:30]3[CH2:35][CH2:34][O:33][CH2:32][CH2:31]3)[C:18]3[N:23]=[N:22][N:21]([CH:24]4[CH2:29][CH2:28][NH:27][CH2:26][CH2:25]4)[C:19]=3[N:20]=2)=[CH:11][CH:10]=1)=[O:7].[CH3:37][C:38]1[S:42][C:41]([CH:43]=O)=[CH:40][CH:39]=1.[BH-](OC(C)=O)(OC(C)=O)OC(C)=O.[Na+].CC(O)=O, predict the reaction product. The product is: [CH3:1][N:2]([CH3:36])[CH2:3][CH2:4][NH:5][C:6]([NH:8][C:9]1[CH:10]=[CH:11][C:12]([C:15]2[N:16]=[C:17]([N:30]3[CH2:35][CH2:34][O:33][CH2:32][CH2:31]3)[C:18]3[N:23]=[N:22][N:21]([CH:24]4[CH2:29][CH2:28][N:27]([CH2:43][C:41]5[S:42][C:38]([CH3:37])=[CH:39][CH:40]=5)[CH2:26][CH2:25]4)[C:19]=3[N:20]=2)=[CH:13][CH:14]=1)=[O:7]. (2) Given the reactants [CH3:1][O:2][C:3]([C:5]1[O:9][C:8]2[CH:10]=[CH:11][C:12]([Cl:14])=[CH:13][C:7]=2[C:6]=1[OH:15])=[O:4].[C:33]1(P([C:29]2[CH:34]=[CH:33][CH:32]=CC=2)[C:33]2[CH:32]=CC=[CH:29][CH:34]=2)[CH:32]=CC=[CH:29][CH:34]=1.CCOC(/N=N/C(OCC)=O)=O.C1(CO)CC1, predict the reaction product. The product is: [CH3:1][O:2][C:3]([C:5]1[O:9][C:8]2[CH:10]=[CH:11][C:12]([Cl:14])=[CH:13][C:7]=2[C:6]=1[O:15][CH2:32][CH:33]1[CH2:29][CH2:34]1)=[O:4]. (3) Given the reactants [CH3:1][CH2:2][C@H:3]1[O:18][C:16](=[O:17])[C@H:15]([CH3:19])[C@@H:14]([O:20][C@@H:21]2[O:26][C@@H:25]([CH3:27])[C@H:24]([OH:28])[C@@:23]([O:30][CH3:31])([CH3:29])[CH2:22]2)[C@H:13]([CH3:32])[C@@H:12]([O:33][C@@H:34]2[O:39][C@H:38]([CH3:40])[CH2:37][C@H:36]([N:41]([CH3:43])[CH3:42])[C@H:35]2[OH:44])[C@@:11]([OH:46])([CH3:45])[CH2:10][C@@H:9]([CH3:47])[C:7](=[O:8])[C@H:6]([CH3:48])[C@@H:5]([OH:49])[C@@:4]1([OH:51])[CH3:50].[C:52](#N)C.[OH2:55], predict the reaction product. The product is: [CH3:1][CH2:2][C@H:3]1[O:18][C:16](=[O:17])[C@H:15]([CH3:19])[C@@H:14]([O:20][C@@H:21]2[O:26][C@@H:25]([CH3:27])[C@H:24]([OH:28])[C@@:23]([O:30][CH3:31])([CH3:29])[CH2:22]2)[C@H:13]([CH3:32])[C@@H:12]([O:33][C@@H:34]2[O:39][C@H:38]([CH3:40])[CH2:37][C@H:36]([N:41]([CH3:42])[CH3:43])[C@H:35]2[OH:44])[C@@:11]([OH:46])([CH3:45])[CH2:10][C@@H:9]([CH3:47])[C:7](=[O:8])[C@H:6]([CH3:48])[C@@H:5]([OH:49])[C@@:4]1([OH:51])[CH3:50].[CH2:29]([CH:23]([CH2:22][C:21]([O-:20])=[O:26])[C:24]([O-:28])=[O:55])[CH3:52]. (4) Given the reactants [CH:1]1([C:7]2[C:11]([CH2:12][CH2:13][CH2:14][OH:15])=[CH:10][N:9]([C:16]3[CH:21]=[CH:20][C:19]([C:22]([F:25])([F:24])[F:23])=[CH:18][N:17]=3)[N:8]=2)[CH2:6][CH2:5][CH2:4][CH2:3][CH2:2]1.[F:26][C:27]1[C:28](O)=[C:29]([CH2:33][C:34]([O:36]C)=[O:35])[CH:30]=[CH:31][CH:32]=1.C(P(CCCC)CCCC)CCC.N(C(N1CCCCC1)=O)=NC(N1CCCCC1)=O, predict the reaction product. The product is: [CH:1]1([C:7]2[C:11]([CH2:12][CH2:13][CH2:14][O:15][C:28]3[C:27]([F:26])=[CH:32][CH:31]=[CH:30][C:29]=3[CH2:33][C:34]([OH:36])=[O:35])=[CH:10][N:9]([C:16]3[CH:21]=[CH:20][C:19]([C:22]([F:23])([F:24])[F:25])=[CH:18][N:17]=3)[N:8]=2)[CH2:6][CH2:5][CH2:4][CH2:3][CH2:2]1. (5) Given the reactants [CH2:1]([N:3]1[CH:7]=[C:6]([C:8]2[NH:25][C:11]3=[N:12][CH:13]=[CH:14][C:15]([C:16]4[CH:23]=[CH:22][C:19]([CH2:20][NH2:21])=[C:18]([F:24])[CH:17]=4)=[C:10]3[N:9]=2)[CH:5]=[N:4]1)[CH3:2].[C:26]([C:30]1[O:34][C:33]([C:35](O)=[O:36])=[N:32][N:31]=1)([CH3:29])([CH3:28])[CH3:27].CCN(C(C)C)C(C)C.C(P1(=O)OP(=O)(CCC)OP(=O)(CCC)O1)CC, predict the reaction product. The product is: [CH2:1]([N:3]1[CH:7]=[C:6]([C:8]2[NH:25][C:11]3=[N:12][CH:13]=[CH:14][C:15]([C:16]4[CH:23]=[CH:22][C:19]([CH2:20][NH:21][C:35]([C:33]5[O:34][C:30]([C:26]([CH3:29])([CH3:28])[CH3:27])=[N:31][N:32]=5)=[O:36])=[C:18]([F:24])[CH:17]=4)=[C:10]3[N:9]=2)[CH:5]=[N:4]1)[CH3:2].